From a dataset of Forward reaction prediction with 1.9M reactions from USPTO patents (1976-2016). Predict the product of the given reaction. (1) Given the reactants C(N(CC)CC)C.[C:8]([NH:11][C:12]1[S:13][C:14]([S:18](Cl)(=[O:20])=[O:19])=[C:15]([CH3:17])[N:16]=1)(=[O:10])[CH3:9].[CH:22]([O:35][C:36]1[C:37]2[C:49](=[O:50])[N:48]([CH2:51][C:52]3[CH:57]=[CH:56][C:55]([F:58])=[CH:54][CH:53]=3)[CH2:47][C:38]=2[C:39]([OH:46])=[C:40]2[C:45]=1[N:44]=[CH:43][CH:42]=[CH:41]2)([C:29]1[CH:34]=[CH:33][CH:32]=[CH:31][CH:30]=1)[C:23]1[CH:28]=[CH:27][CH:26]=[CH:25][CH:24]=1.CCOC(C)=O.CCCCCC, predict the reaction product. The product is: [CH:22]([O:35][C:36]1[C:37]2[C:49](=[O:50])[N:48]([CH2:51][C:52]3[CH:57]=[CH:56][C:55]([F:58])=[CH:54][CH:53]=3)[CH2:47][C:38]=2[C:39]([O:46][S:18]([C:14]2[S:13][C:12]([NH:11][C:8](=[O:10])[CH3:9])=[N:16][C:15]=2[CH3:17])(=[O:19])=[O:20])=[C:40]2[C:45]=1[N:44]=[CH:43][CH:42]=[CH:41]2)([C:23]1[CH:28]=[CH:27][CH:26]=[CH:25][CH:24]=1)[C:29]1[CH:30]=[CH:31][CH:32]=[CH:33][CH:34]=1. (2) Given the reactants [Br:1][C:2]1[CH:3]=[C:4](B(O)O)[CH:5]=[C:6]([Br:8])[CH:7]=1.I[C:13]1[CH:18]=[CH:17][CH:16]=[CH:15][C:14]=1[C:19]1[CH:24]=[CH:23][CH:22]=[CH:21][CH:20]=1, predict the reaction product. The product is: [Br:1][C:2]1[CH:3]=[C:4]([C:24]2[C:19]([C:14]3[CH:13]=[CH:18][CH:17]=[CH:16][CH:15]=3)=[CH:20][CH:21]=[CH:22][CH:23]=2)[CH:5]=[C:6]([Br:8])[CH:7]=1. (3) Given the reactants Cl[C:2]1[N:7]=[C:6]([N:8]2[CH2:13][CH2:12][O:11][CH2:10][CH2:9]2)[N:5]=[C:4]([N:14]2[CH2:19][CH2:18][O:17][CH2:16][CH2:15]2)[N:3]=1.[C:20]([C:22]1[CH:27]=[CH:26][C:25](B2OC(C)(C)C(C)(C)O2)=[CH:24][CH:23]=1)#[N:21], predict the reaction product. The product is: [O:17]1[CH2:18][CH2:19][N:14]([C:4]2[N:5]=[C:6]([N:8]3[CH2:13][CH2:12][O:11][CH2:10][CH2:9]3)[N:7]=[C:2]([C:25]3[CH:26]=[CH:27][C:22]([C:20]#[N:21])=[CH:23][CH:24]=3)[N:3]=2)[CH2:15][CH2:16]1. (4) Given the reactants [C:1]([C:5]1[CH:10]=[CH:9][C:8]([C:11]2[N:15]([CH3:16])[N:14]=[C:13]([C:17](=[N:19][NH:20][C:21]([C:23]3[CH:32]=[CH:31][C:26]([C:27]([O:29]C)=[O:28])=[C:25]([Cl:33])[CH:24]=3)=[O:22])[CH3:18])[C:12]=2[OH:34])=[CH:7][CH:6]=1)([CH3:4])([CH3:3])[CH3:2].CO.[OH-].[Na+].Cl, predict the reaction product. The product is: [C:1]([C:5]1[CH:10]=[CH:9][C:8]([C:11]2[N:15]([CH3:16])[N:14]=[C:13]([C:17](=[N:19][NH:20][C:21]([C:23]3[CH:32]=[CH:31][C:26]([C:27]([OH:29])=[O:28])=[C:25]([Cl:33])[CH:24]=3)=[O:22])[CH3:18])[C:12]=2[OH:34])=[CH:7][CH:6]=1)([CH3:2])([CH3:3])[CH3:4].